This data is from Full USPTO retrosynthesis dataset with 1.9M reactions from patents (1976-2016). The task is: Predict the reactants needed to synthesize the given product. (1) The reactants are: [F:1][C:2]1[CH:3]=[CH:4][C:5]([NH:8][C:9]([C@@H:11]2[CH2:15][CH2:14][N:13](C(OCC3C=CC=CC=3)=O)[N:12]2[C:26](=[O:45])[C@@H:27]([CH2:33][N:34]([CH:43]=[O:44])[O:35]CC2C=CC=CC=2)[CH2:28][CH2:29][CH2:30][CH2:31][CH3:32])=[O:10])=[N:6][CH:7]=1. Given the product [F:1][C:2]1[CH:3]=[CH:4][C:5]([NH:8][C:9]([C@@H:11]2[CH2:15][CH2:14][NH:13][N:12]2[C:26](=[O:45])[C@@H:27]([CH2:33][N:34]([CH:43]=[O:44])[OH:35])[CH2:28][CH2:29][CH2:30][CH2:31][CH3:32])=[O:10])=[N:6][CH:7]=1, predict the reactants needed to synthesize it. (2) Given the product [Cl:17][C:18]1[CH:23]=[C:22]([CH:11]2[CH2:16][CH2:15][O:14][CH2:13][CH2:12]2)[CH:21]=[C:20]([Cl:25])[N:19]=1, predict the reactants needed to synthesize it. The reactants are: Cl[Si](C)(C)C.BrCCBr.Br[CH:11]1[CH2:16][CH2:15][O:14][CH2:13][CH2:12]1.[Cl:17][C:18]1[CH:23]=[C:22](I)[CH:21]=[C:20]([Cl:25])[N:19]=1. (3) Given the product [CH2:28]([Sn:23]([CH2:19][CH2:20][CH2:21][CH3:22])([CH2:24][CH2:25][CH2:26][CH3:27])[C:2]1[CH:7]=[CH:6][C:5]([O:8][CH3:9])=[C:4]([O:10][CH2:11][O:12][CH3:13])[CH:3]=1)[CH2:29][CH2:30][CH3:31], predict the reactants needed to synthesize it. The reactants are: Br[C:2]1[CH:7]=[CH:6][C:5]([O:8][CH3:9])=[C:4]([O:10][CH2:11][O:12][CH3:13])[CH:3]=1.C([Li])CCC.[CH2:19]([Sn:23](Cl)([CH2:28][CH2:29][CH2:30][CH3:31])[CH2:24][CH2:25][CH2:26][CH3:27])[CH2:20][CH2:21][CH3:22]. (4) Given the product [Br-:1].[CH3:7][NH:9][CH2:11][C:12]1([C:15]([NH:17][CH2:18][CH2:19][CH2:20][P+:21]([C:34]2[CH:35]=[CH:36][CH:37]=[CH:38][CH:39]=2)([C:28]2[CH:29]=[CH:30][CH:31]=[CH:32][CH:33]=2)[C:22]2[CH:23]=[CH:24][CH:25]=[CH:26][CH:27]=2)=[O:16])[CH2:14][CH2:13]1, predict the reactants needed to synthesize it. The reactants are: [Br-:1].C(O[C:7]([N:9]([CH2:11][C:12]1([C:15]([NH:17][CH2:18][CH2:19][CH2:20][P+:21]([C:34]2[CH:39]=[CH:38][CH:37]=[CH:36][CH:35]=2)([C:28]2[CH:33]=[CH:32][CH:31]=[CH:30][CH:29]=2)[C:22]2[CH:27]=[CH:26][CH:25]=[CH:24][CH:23]=2)=[O:16])[CH2:14][CH2:13]1)C)=O)(C)(C)C.Cl.C(OCC)C.N. (5) Given the product [NH2:28][C:29]1[N:34]=[CH:33][C:32]([C:2]2[CH:27]=[CH:26][C:5]3[N:6]([C:22]([CH3:23])([CH3:25])[CH3:24])[C:7]([C:9]4[CH:14]=[CH:13][CH:12]=[CH:11][C:10]=4[C:15]4[O:19][C:18](=[O:20])[N:17]([CH3:21])[N:16]=4)=[N:8][C:4]=3[CH:3]=2)=[CH:31][N:30]=1, predict the reactants needed to synthesize it. The reactants are: Br[C:2]1[CH:27]=[CH:26][C:5]2[N:6]([C:22]([CH3:25])([CH3:24])[CH3:23])[C:7]([C:9]3[CH:14]=[CH:13][CH:12]=[CH:11][C:10]=3[C:15]3[O:19][C:18](=[O:20])[N:17]([CH3:21])[N:16]=3)=[N:8][C:4]=2[CH:3]=1.[NH2:28][C:29]1[N:34]=[CH:33][C:32](B2OC(C)(C)C(C)(C)O2)=[CH:31][N:30]=1.C([O-])([O-])=O.[Na+].[Na+]. (6) Given the product [C:1]([O:5][C:6](=[O:7])[NH:8][C@H:9]([CH2:29][C:30]1[CH:35]=[C:34]([F:36])[C:33]([F:37])=[CH:32][C:31]=1[F:38])[CH2:10][C:11](=[O:12])[N:13]1[CH2:18][CH2:17][N:16]2[C:19]([C:25]([F:28])([F:27])[F:26])=[N:20][C:21]([C:22](=[O:23])[NH:39][C:40]3[CH:45]=[CH:44][CH:43]=[CH:42][N:41]=3)=[C:15]2[CH2:14]1)([CH3:4])([CH3:2])[CH3:3], predict the reactants needed to synthesize it. The reactants are: [C:1]([O:5][C:6]([NH:8][C@H:9]([CH2:29][C:30]1[CH:35]=[C:34]([F:36])[C:33]([F:37])=[CH:32][C:31]=1[F:38])[CH2:10][C:11]([N:13]1[CH2:18][CH2:17][N:16]2[C:19]([C:25]([F:28])([F:27])[F:26])=[N:20][C:21]([C:22](O)=[O:23])=[C:15]2[CH2:14]1)=[O:12])=[O:7])([CH3:4])([CH3:3])[CH3:2].[NH2:39][C:40]1[CH:45]=[CH:44][CH:43]=[CH:42][N:41]=1.C(N(CC)CC)C.O=C1N(P(Cl)(N2CCOC2=O)=O)CCO1. (7) The reactants are: B(Br)(Br)Br.C[O:6][C:7]1[CH:35]=[CH:34][C:10]([C:11]([NH:13][NH:14][C:15]([C:17]2[O:18][CH:19]=[C:20]([C:28]3[CH:33]=[CH:32][CH:31]=[CH:30][CH:29]=3)[C:21]=2[C:22]2[CH:27]=[CH:26][CH:25]=[CH:24][CH:23]=2)=[O:16])=[O:12])=[CH:9][C:8]=1[S:36](=[O:40])(=[O:39])[NH:37][CH3:38].[OH-].[Na+].Cl. Given the product [OH:6][C:7]1[CH:35]=[CH:34][C:10]([C:11]([NH:13][NH:14][C:15]([C:17]2[O:18][CH:19]=[C:20]([C:28]3[CH:33]=[CH:32][CH:31]=[CH:30][CH:29]=3)[C:21]=2[C:22]2[CH:23]=[CH:24][CH:25]=[CH:26][CH:27]=2)=[O:16])=[O:12])=[CH:9][C:8]=1[S:36](=[O:40])(=[O:39])[NH:37][CH3:38], predict the reactants needed to synthesize it.